From a dataset of Reaction yield outcomes from USPTO patents with 853,638 reactions. Predict the reaction yield, written as a fraction of the theoretical maximum amount of product (1.0 means a 100% yield; for example, 0.34 means a 34% yield). (1) The reactants are [C:1]([O:5][CH2:6][CH3:7])(=[O:4])[CH2:2][SH:3].[H-].[Na+].[Br:10][C:11]1[C:12](F)=[C:13]([C:17](=O)[CH3:18])[CH:14]=[CH:15][CH:16]=1. The catalyst is CS(C)=O. The product is [Br:10][C:11]1[C:12]2[S:3][C:2]([C:1]([O:5][CH2:6][CH3:7])=[O:4])=[C:17]([CH3:18])[C:13]=2[CH:14]=[CH:15][CH:16]=1. The yield is 0.760. (2) The reactants are Br[C:2]1[C:3]([C:9]#[N:10])=[N:4][CH:5]=[C:6](C)[CH:7]=1.[C:11]([O-])([O-])=O.[K+].[K+].[N:17]1[NH:18][N:19]=[CH:20][CH:21]=1. The catalyst is CN(C=O)C. The product is [CH3:11][C:5]1[N:4]=[C:3]([C:9]#[N:10])[C:2]([N:18]2[N:19]=[CH:20][CH:21]=[N:17]2)=[CH:7][CH:6]=1. The yield is 0.480. (3) The reactants are [CH3:1][C:2]([OH:15])([CH3:14])[CH:3]([C:5]1[CH:10]=[CH:9][C:8]([N+:11]([O-:13])=[O:12])=[CH:7][CH:6]=1)[OH:4].CO[C:18](OC)([CH3:20])[CH3:19].CC1C=CC(S(O)(=O)=O)=CC=1.CC(=O)OCC. The catalyst is CC(C)=O. The product is [CH3:19][C:18]1([CH3:20])[O:15][C:2]([CH3:1])([CH3:14])[CH:3]([C:5]2[CH:6]=[CH:7][C:8]([N+:11]([O-:13])=[O:12])=[CH:9][CH:10]=2)[O:4]1. The yield is 0.850. (4) The reactants are [ClH:1].[NH2:2][CH:3]([C:7]1[N:8]=[C:9]([CH3:13])[O:10][C:11]=1[CH3:12])[C:4]([OH:6])=[O:5].Cl.[CH3:15]O. No catalyst specified. The product is [ClH:1].[NH2:2][CH:3]([C:7]1[N:8]=[C:9]([CH3:13])[O:10][C:11]=1[CH3:12])[C:4]([O:6][CH3:15])=[O:5]. The yield is 0.840. (5) The reactants are [CH:1]1([Mg]Br)[CH2:3][CH2:2]1.[C:6]([O:10][C:11](=[O:41])[N:12]([CH2:21][C:22]1[CH:23]=[N:24][C:25]([CH3:40])=[C:26]([O:30][CH2:31][C:32]2[CH:37]=[CH:36][CH:35]=[C:34]([C:38]#[N:39])[CH:33]=2)[C:27]=1[CH:28]=[O:29])[C:13]1[CH:18]=[CH:17][C:16]([C:19]#[N:20])=[CH:15][CH:14]=1)([CH3:9])([CH3:8])[CH3:7]. No catalyst specified. The product is [C:6]([O:10][C:11](=[O:41])[N:12]([CH2:21][C:22]1[CH:23]=[N:24][C:25]([CH3:40])=[C:26]([O:30][CH2:31][C:32]2[CH:37]=[CH:36][CH:35]=[C:34]([C:38]#[N:39])[CH:33]=2)[C:27]=1[CH:28]([CH:1]1[CH2:3][CH2:2]1)[OH:29])[C:13]1[CH:18]=[CH:17][C:16]([C:19]#[N:20])=[CH:15][CH:14]=1)([CH3:9])([CH3:8])[CH3:7]. The yield is 0.570.